Dataset: Reaction yield outcomes from USPTO patents with 853,638 reactions. Task: Predict the reaction yield, written as a fraction of the theoretical maximum amount of product (1.0 means a 100% yield; for example, 0.34 means a 34% yield). (1) The reactants are [O:1]1[CH2:6][CH2:5][CH:4]([CH2:7][CH2:8][N:9]2[C:14]3=[N:15][C:16]([Sn](C)(C)C)=[CH:17][N:18]=[C:13]3[NH:12][CH2:11][C:10]2=[O:23])[CH2:3][CH2:2]1.C(OC([N:31]1[C:35]2=[N:36][CH:37]=[CH:38][C:39](Br)=[C:34]2[CH:33]=[CH:32]1)=O)(C)(C)C.C1(C)C=CC=CC=1P(C1C=CC=CC=1C)C1C=CC=CC=1C.C(N(CC)CC)C. The catalyst is O1CCOCC1. The product is [NH:31]1[C:35]2=[N:36][CH:37]=[CH:38][C:39]([C:16]3[N:15]=[C:14]4[N:9]([CH2:8][CH2:7][CH:4]5[CH2:5][CH2:6][O:1][CH2:2][CH2:3]5)[C:10](=[O:23])[CH2:11][NH:12][C:13]4=[N:18][CH:17]=3)=[C:34]2[CH:33]=[CH:32]1. The yield is 0.350. (2) The reactants are [CH3:1][C:2]1[N:7]=[C:6](Cl)[CH:5]=[C:4]([Cl:9])[N:3]=1.CCN(C(C)C)C(C)C.[NH2:19][C:20]1[CH:25]=[CH:24][CH:23]=[CH:22][CH:21]=1. The catalyst is O1CCOCC1. The product is [Cl:9][C:4]1[N:3]=[C:2]([CH3:1])[N:7]=[C:6]([NH:19][C:20]2[CH:25]=[CH:24][CH:23]=[CH:22][CH:21]=2)[CH:5]=1. The yield is 0.645.